The task is: Predict the reactants needed to synthesize the given product.. This data is from Full USPTO retrosynthesis dataset with 1.9M reactions from patents (1976-2016). (1) Given the product [Cl:7][C:8]1[CH:13]=[CH:12][C:11]([CH:14]2[CH2:19][CH2:18][N:17]([C:49]([O:51][C:52]([CH3:53])([CH3:54])[CH3:55])=[O:50])[CH2:16][CH:15]2[C:21]([O:23][CH3:24])=[O:22])=[CH:10][CH:9]=1, predict the reactants needed to synthesize it. The reactants are: C([O-])([O-])=O.[Cs+].[Cs+].[Cl:7][C:8]1[CH:13]=[CH:12][C:11]([CH:14]2[CH2:19][CH2:18][N:17](C)[CH2:16][CH:15]2[C:21]([O:23][CH3:24])=[O:22])=[CH:10][CH:9]=1.CC(Cl)OC(Cl)=O.CCN(C(C)C)C(C)C.[C:49](O[C:49]([O:51][C:52]([CH3:55])([CH3:54])[CH3:53])=[O:50])([O:51][C:52]([CH3:55])([CH3:54])[CH3:53])=[O:50]. (2) Given the product [CH3:1][CH:2]([N:5]1[CH2:10][CH2:9][O:8][CH:7]([CH2:11][N:12]2[C:20]3[C:15](=[CH:16][CH:17]=[CH:18][CH:19]=3)[C:14]3([CH2:24][O:23][C:22]4[CH:25]=[C:26]5[C:30](=[CH:31][C:21]3=4)[CH2:29][CH2:28][O:27]5)[C:13]2=[O:32])[CH2:6]1)[CH3:4], predict the reactants needed to synthesize it. The reactants are: [CH3:1][C:2]([CH3:4])=O.[NH:5]1[CH2:10][CH2:9][O:8][CH:7]([CH2:11][N:12]2[C:20]3[C:15](=[CH:16][CH:17]=[CH:18][CH:19]=3)[C:14]3([CH2:24][O:23][C:22]4[CH:25]=[C:26]5[C:30](=[CH:31][C:21]3=4)[CH2:29][CH2:28][O:27]5)[C:13]2=[O:32])[CH2:6]1.[Na]. (3) Given the product [O:20]=[C:18]1[NH:1][C:2]2[CH:3]=[C:4]([C:5]([OH:7])=[O:6])[CH:8]=[CH:9][C:10]=2[CH2:11][C:12]2[CH:17]=[CH:16][CH:15]=[CH:14][C:13]1=2, predict the reactants needed to synthesize it. The reactants are: [NH2:1][C:2]1[CH:3]=[C:4]([CH:8]=[CH:9][C:10]=1[CH2:11][C:12]1[CH:17]=[CH:16][CH:15]=[CH:14][C:13]=1[C:18]([OH:20])=O)[C:5]([OH:7])=[O:6].C(N1C=CN=C1)(N1C=CN=C1)=O.Cl.O. (4) Given the product [C:1]12([C:11]3[O:15][C:14]([NH:16][C:17]4[CH:18]=[CH:19][CH:20]=[C:21]5[C:26]=4[CH2:25][CH:24]([OH:27])[CH2:23][CH2:22]5)=[N:13][CH:12]=3)[CH2:10][CH:5]3[CH2:4][CH:3]([CH2:9][CH:7]([CH2:6]3)[CH2:8]1)[CH2:2]2, predict the reactants needed to synthesize it. The reactants are: [C:1]12([C:11]3[O:15][C:14]([NH:16][C:17]4[CH:18]=[CH:19][CH:20]=[C:21]5[C:26]=4[CH2:25][C:24](=[O:27])[CH2:23][CH2:22]5)=[N:13][CH:12]=3)[CH2:10][CH:5]3[CH2:6][CH:7]([CH2:9][CH:3]([CH2:4]3)[CH2:2]1)[CH2:8]2.C1(C2OC(NC3C=CC=C4C=3CC(O)CC4)=NC=2)C=CC=CC=1. (5) Given the product [CH2:1]([O:5][CH2:6][CH2:7][O:8][C:9]1[CH:14]=[CH:13][C:12]([C:15]2[CH:16]=[CH:17][C:18]3[N:24]([CH2:25][CH:26]([CH3:27])[CH3:28])[CH2:23][CH2:22][C:21]([C:29]([NH:31][C:32]4[N:33]=[N:34][C:35]([S:38]([CH2:39][C:40]5[N:41]([CH2:45][CH2:46][CH3:47])[CH:42]=[N:43][CH:44]=5)=[O:57])=[CH:36][CH:37]=4)=[O:30])=[CH:20][C:19]=3[CH:48]=2)=[CH:11][CH:10]=1)[CH2:2][CH2:3][CH3:4], predict the reactants needed to synthesize it. The reactants are: [CH2:1]([O:5][CH2:6][CH2:7][O:8][C:9]1[CH:14]=[CH:13][C:12]([C:15]2[CH:16]=[CH:17][C:18]3[N:24]([CH2:25][CH:26]([CH3:28])[CH3:27])[CH2:23][CH2:22][C:21]([C:29]([NH:31][C:32]4[N:33]=[N:34][C:35]([S:38][CH2:39][C:40]5[N:41]([CH2:45][CH2:46][CH3:47])[CH:42]=[N:43][CH:44]=5)=[CH:36][CH:37]=4)=[O:30])=[CH:20][C:19]=3[CH:48]=2)=[CH:11][CH:10]=1)[CH2:2][CH2:3][CH3:4].ClC1C=CC=C(C(OO)=[O:57])C=1.S([O-])([O-])(=O)=S.[Na+].[Na+]. (6) Given the product [CH3:9][O:8][C:5]1[N:6]=[CH:7][C:2]([NH:1][C:17](=[O:18])[O:19][CH2:20][C:21]([Cl:24])([Cl:23])[Cl:22])=[CH:3][CH:4]=1, predict the reactants needed to synthesize it. The reactants are: [NH2:1][C:2]1[CH:3]=[CH:4][C:5]([O:8][CH3:9])=[N:6][CH:7]=1.N1C=CC=CC=1.Cl[C:17]([O:19][CH2:20][C:21]([Cl:24])([Cl:23])[Cl:22])=[O:18]. (7) Given the product [OH:46][C:43]1[CH:44]=[CH:45][C:40]([CH:32]([C:33]2[CH:38]=[CH:37][C:36]([OH:39])=[CH:35][CH:34]=2)[CH2:31][NH:30][C:9]2[N:8]=[C:7]([N:4]3[CH2:5][CH2:6][C@@H:2]([NH:1][C:71]([NH:73][C:74]4[CH:75]=[N:76][CH:77]=[CH:78][CH:79]=4)=[O:72])[CH2:3]3)[N:15]=[C:14]3[C:10]=2[N:11]=[CH:12][N:13]3[C@@H:16]2[CH2:20][C@H:19]([N:21]3[N:25]=[N:24][C:23]([CH2:26][CH3:27])=[N:22]3)[C@@H:18]([OH:28])[C@H:17]2[OH:29])=[CH:41][CH:42]=1, predict the reactants needed to synthesize it. The reactants are: [NH2:1][C@@H:2]1[CH2:6][CH2:5][N:4]([C:7]2[N:15]=[C:14]3[C:10]([N:11]=[CH:12][N:13]3[C@@H:16]3[CH2:20][C@H:19]([N:21]4[N:25]=[N:24][C:23]([CH2:26][CH3:27])=[N:22]4)[C@@H:18]([OH:28])[C@H:17]3[OH:29])=[C:9]([NH:30][CH2:31][CH:32]([C:40]3[CH:45]=[CH:44][C:43]([OH:46])=[CH:42][CH:41]=3)[C:33]3[CH:38]=[CH:37][C:36]([OH:39])=[CH:35][CH:34]=3)[N:8]=2)[CH2:3]1.C1(C(C2C=CC=CC=2)CNC2N=C(N3CC[C@@H](N[C:71]([NH:73][C:74]4[CH:75]=[N:76][CH:77]=[CH:78][CH:79]=4)=[O:72])C3)N=C3C=2N=CN3[C@@H]2C[C@H](N3N=NC(CC)=N3)[C@@H](O)[C@H]2O)C=CC=CC=1.